From a dataset of Catalyst prediction with 721,799 reactions and 888 catalyst types from USPTO. Predict which catalyst facilitates the given reaction. Reactant: [CH:1]1(Br)[CH2:4][CH2:3][CH2:2]1.[Mg].[F:7][C:8]1[CH:15]=[CH:14][CH:13]=[CH:12][C:9]=1[C:10]#[N:11].[BH4-].[Na+]. Product: [CH:1]1([CH:10]([NH2:11])[C:9]2[CH:12]=[CH:13][CH:14]=[CH:15][C:8]=2[F:7])[CH2:4][CH2:3][CH2:2]1. The catalyst class is: 83.